Predict the reactants needed to synthesize the given product. From a dataset of Full USPTO retrosynthesis dataset with 1.9M reactions from patents (1976-2016). (1) Given the product [Cl:1][C:2]1[CH:3]=[C:4]([CH:15]=[C:16]([C:19]([F:22])([F:21])[F:20])[C:17]=1[OH:18])[CH2:5][C@@H:6]([CH2:11][C:12](=[O:14])[N:52]1[CH2:53][CH2:54][CH:55]([N:58]2[CH2:64][CH2:63][C:62]3[CH:65]=[CH:66][CH:67]=[CH:68][C:61]=3[NH:60][C:59]2=[O:69])[CH2:56][CH2:57]1)[C:7]([O:9][CH3:10])=[O:8], predict the reactants needed to synthesize it. The reactants are: [Cl:1][C:2]1[CH:3]=[C:4]([CH:15]=[C:16]([C:19]([F:22])([F:21])[F:20])[C:17]=1[OH:18])[CH2:5][C@@H:6]([CH2:11][C:12]([O-:14])=O)[C:7]([O:9][CH3:10])=[O:8].CN(C(ON1N=NC2C=CC=CC1=2)=[N+](C)C)C.[B-](F)(F)(F)F.C(N(CC)CC)C.[NH:52]1[CH2:57][CH2:56][CH:55]([N:58]2[CH2:64][CH2:63][C:62]3[CH:65]=[CH:66][CH:67]=[CH:68][C:61]=3[NH:60][C:59]2=[O:69])[CH2:54][CH2:53]1. (2) Given the product [CH3:1][O:2][C:3](=[O:27])[CH2:4][C:5]1[CH:6]=[C:7]([C:13]2[CH:18]=[CH:17][C:16]([C:19]([F:21])([F:20])[F:22])=[CH:15][C:14]=2[CH2:23][N:24]([CH2:25][CH3:26])[C:36]([O:38][CH3:39])=[O:37])[C:8]([O:11][CH3:12])=[CH:9][CH:10]=1, predict the reactants needed to synthesize it. The reactants are: [CH3:1][O:2][C:3](=[O:27])[CH2:4][C:5]1[CH:6]=[C:7]([C:13]2[CH:18]=[CH:17][C:16]([C:19]([F:22])([F:21])[F:20])=[CH:15][C:14]=2[CH2:23][NH:24][CH2:25][CH3:26])[C:8]([O:11][CH3:12])=[CH:9][CH:10]=1.C(N(CC)CC)C.Cl[C:36]([O:38][CH3:39])=[O:37]. (3) Given the product [Cl:16][C:4]1[N:3]=[C:2]([N:17]2[CH2:22][CH2:21][O:20][CH2:19][CH2:18]2)[C:15]2[O:14][CH2:13][CH:12]3[N:7]([C:6]=2[N:5]=1)[CH2:8][CH2:9][O:10][CH2:11]3, predict the reactants needed to synthesize it. The reactants are: Cl[C:2]1[C:15]2[O:14][CH2:13][CH:12]3[N:7]([CH2:8][CH2:9][O:10][CH2:11]3)[C:6]=2[N:5]=[C:4]([Cl:16])[N:3]=1.[NH:17]1[CH2:22][CH2:21][O:20][CH2:19][CH2:18]1.C(N(CC)CC)C. (4) Given the product [C:3]([NH:6][C:7]1[C:16]([N+:17]([O-:19])=[O:18])=[CH:15][C:10]([C:11]([O:13][CH3:14])=[O:12])=[C:9]([OH:20])[C:8]=1[Br:1])(=[O:5])[CH3:4], predict the reactants needed to synthesize it. The reactants are: [Br:1]Br.[C:3]([NH:6][C:7]1[C:16]([N+:17]([O-:19])=[O:18])=[CH:15][C:10]([C:11]([O:13][CH3:14])=[O:12])=[C:9]([OH:20])[CH:8]=1)(=[O:5])[CH3:4].C(N)(C)(C)C.[O-]S([O-])(=S)=O.[Na+].[Na+].C([O-])(O)=O.[Na+]. (5) Given the product [Si:1]([O:8][CH2:9][C@H:10]1[CH2:14][CH2:13][C:12](=[O:15])[N:11]1[CH2:16][C:17]([NH2:21])=[O:19])([C:4]([CH3:7])([CH3:6])[CH3:5])([CH3:3])[CH3:2], predict the reactants needed to synthesize it. The reactants are: [Si:1]([O:8][CH2:9][C@H:10]1[CH2:14][CH2:13][C:12](=[O:15])[N:11]1[CH2:16][C:17]([O:19]C)=O)([C:4]([CH3:7])([CH3:6])[CH3:5])([CH3:3])[CH3:2].[NH3:21]. (6) Given the product [OH:22][C:19]1([CH2:23][N:24]2[C:29](=[O:30])[C:28]3[CH:31]=[N:32][N:33]([CH3:34])[C:27]=3[N:26]=[CH:25]2)[CH2:20][CH2:21][N:16]([C:14]([C:11]2[CH:10]=[CH:9][C:8]([C:3]3[CH:4]=[CH:5][CH:6]=[CH:7][C:2]=3[NH:1][S:45]([CH:44]=[CH2:43])(=[O:47])=[O:46])=[CH:13][CH:12]=2)=[O:15])[CH2:17][CH2:18]1, predict the reactants needed to synthesize it. The reactants are: [NH2:1][C:2]1[CH:7]=[CH:6][CH:5]=[CH:4][C:3]=1[C:8]1[CH:13]=[CH:12][C:11]([C:14]([N:16]2[CH2:21][CH2:20][C:19]([CH2:23][N:24]3[C:29](=[O:30])[C:28]4[CH:31]=[N:32][N:33]([CH3:34])[C:27]=4[N:26]=[CH:25]3)([OH:22])[CH2:18][CH2:17]2)=[O:15])=[CH:10][CH:9]=1.C(N(CC)CC)C.Cl[CH2:43][CH2:44][S:45](Cl)(=[O:47])=[O:46]. (7) Given the product [CH2:1]([N:5]([CH2:34][CH2:35][CH2:36][CH3:37])[C:6]([C:8]1[N:9]=[C:10]([C:21]2[CH:29]=[CH:28][C:27]([C:30]([O:32][CH3:33])=[O:31])=[CH:26][C:22]=2[C:23]([OH:25])=[O:24])[N:11]([CH3:13])[CH:12]=1)=[O:7])[CH2:2][CH2:3][CH3:4], predict the reactants needed to synthesize it. The reactants are: [CH2:1]([N:5]([CH2:34][CH2:35][CH2:36][CH3:37])[C:6]([C:8]1[N:9]=[C:10]([C:21]2[CH:29]=[CH:28][C:27]([C:30]([O:32][CH3:33])=[O:31])=[CH:26][C:22]=2[C:23]([OH:25])=[O:24])[N:11]([CH2:13]CC2C=CC=CC=2)[CH:12]=1)=[O:7])[CH2:2][CH2:3][CH3:4].C(N(CCCC)C(C1N=C(C2C=CC(C(OC)=O)=CC=2C(OCC2C=CC=CC=2)=O)N(C)C=1)=O)CCC. (8) Given the product [CH2:9]([O:8][C:5]1[CH:6]=[CH:7][C:2]([B:25]2[O:26][C:27]([CH3:29])([CH3:28])[C:23]([CH3:39])([CH3:22])[O:24]2)=[C:3]([CH3:16])[CH:4]=1)[C:10]1[CH:15]=[CH:14][CH:13]=[CH:12][CH:11]=1, predict the reactants needed to synthesize it. The reactants are: Br[C:2]1[CH:7]=[CH:6][C:5]([O:8][CH2:9][C:10]2[CH:15]=[CH:14][CH:13]=[CH:12][CH:11]=2)=[CH:4][C:3]=1[CH3:16].C([O-])(=O)C.[K+].[CH3:22][C:23]1([CH3:39])[C:27]([CH3:29])([CH3:28])[O:26][B:25]([B:25]2[O:26][C:27]([CH3:29])([CH3:28])[C:23]([CH3:39])([CH3:22])[O:24]2)[O:24]1. (9) Given the product [Br:1][C:2]1[CH:3]=[C:4]([C:9]2([CH3:10])[O:14][CH2:13][CH2:12][O:11]2)[CH:5]=[CH:6][C:7]=1[F:8], predict the reactants needed to synthesize it. The reactants are: [Br:1][C:2]1[CH:3]=[C:4]([C:9](=[O:11])[CH3:10])[CH:5]=[CH:6][C:7]=1[F:8].[CH2:12](O)[CH2:13][OH:14].